From a dataset of Reaction yield outcomes from USPTO patents with 853,638 reactions. Predict the reaction yield, written as a fraction of the theoretical maximum amount of product (1.0 means a 100% yield; for example, 0.34 means a 34% yield). (1) The reactants are [Na].Br[C:3]1[N:11]([CH2:12][C:13]2[CH:18]=[CH:17][C:16]([Cl:19])=[CH:15][CH:14]=2)[C:10]2[C:9](=[O:20])[N:8]([CH2:21][CH2:22][CH2:23][O:24][Si:25]([C:28]([CH3:31])([CH3:30])[CH3:29])([CH3:27])[CH3:26])[C:7](=[O:32])[N:6]([CH3:33])[C:5]=2[N:4]=1.[O:34]1[CH2:39][CH2:38][N:37]([CH2:40][CH2:41][OH:42])[CH2:36][CH2:35]1. The catalyst is O. The product is [Si:25]([O:24][CH2:23][CH2:22][CH2:21][N:8]1[C:9](=[O:20])[C:10]2[N:11]([CH2:12][C:13]3[CH:18]=[CH:17][C:16]([Cl:19])=[CH:15][CH:14]=3)[C:3]([O:42][CH2:41][CH2:40][N:37]3[CH2:38][CH2:39][O:34][CH2:35][CH2:36]3)=[N:4][C:5]=2[N:6]([CH3:33])[C:7]1=[O:32])([C:28]([CH3:31])([CH3:30])[CH3:29])([CH3:26])[CH3:27]. The yield is 1.00. (2) The reactants are C1C(=O)N([Br:8])C(=O)C1.[CH3:9][C:10]1[C:19]2[C:14](=[CH:15][CH:16]=[CH:17][CH:18]=2)[C:13]([C:20]([O:22][CH3:23])=[O:21])=[CH:12][CH:11]=1.CC(N=NC(C#N)(C)C)(C#N)C. The catalyst is C(Cl)(Cl)(Cl)Cl. The product is [Br:8][CH2:9][C:10]1[C:19]2[C:14](=[CH:15][CH:16]=[CH:17][CH:18]=2)[C:13]([C:20]([O:22][CH3:23])=[O:21])=[CH:12][CH:11]=1. The yield is 0.580. (3) The reactants are [CH3:1][O:2][C:3]([C:5]1[CH:6]=[C:7]2[C:12](=[C:13]([C:15]3[N:16]([C:20]([O:22][C:23]([CH3:26])([CH3:25])[CH3:24])=[O:21])[CH:17]=[CH:18][CH:19]=3)[CH:14]=1)[O:11][C:10]([N:27]1[CH2:32][CH2:31][O:30][CH2:29][CH2:28]1)=[CH:9][C:8]2=[O:33])=[O:4]. The catalyst is CO.[Rh]. The product is [CH3:1][O:2][C:3]([C:5]1[CH:6]=[C:7]2[C:12](=[C:13]([CH:15]3[CH2:19][CH2:18][CH2:17][N:16]3[C:20]([O:22][C:23]([CH3:26])([CH3:24])[CH3:25])=[O:21])[CH:14]=1)[O:11][C:10]([N:27]1[CH2:32][CH2:31][O:30][CH2:29][CH2:28]1)=[CH:9][C:8]2=[O:33])=[O:4]. The yield is 0.830. (4) The reactants are Br[C:2]1[CH:7]=[C:6]([NH:8][C:9](=[O:11])[CH3:10])[CH:5]=[C:4]([Br:12])[N:3]=1.[NH2:13][C:14]1[CH:19]=[C:18]([C:20]([F:23])([F:22])[F:21])[CH:17]=[CH:16][N:15]=1.CC1(C)C2C(=C(P(C3C=CC=CC=3)C3C=CC=CC=3)C=CC=2)OC2C(P(C3C=CC=CC=3)C3C=CC=CC=3)=CC=CC1=2.C([O-])([O-])=O.[Cs+].[Cs+]. The catalyst is CC([O-])=O.CC([O-])=O.[Pd+2]. The product is [Br:12][C:4]1[CH:5]=[C:6]([NH:8][C:9](=[O:11])[CH3:10])[CH:7]=[C:2]([NH:13][C:14]2[CH:19]=[C:18]([C:20]([F:22])([F:21])[F:23])[CH:17]=[CH:16][N:15]=2)[N:3]=1. The yield is 0.500. (5) The reactants are [F:1][C:2]1[CH:15]=[CH:14][CH:13]=[CH:12][C:3]=1[C:4]([C:6]1[CH:11]=[CH:10][CH:9]=[CH:8][CH:7]=1)=[O:5].[BH4-].[Na+]. The catalyst is CO. The product is [F:1][C:2]1[CH:15]=[CH:14][CH:13]=[CH:12][C:3]=1[CH:4]([OH:5])[C:6]1[CH:11]=[CH:10][CH:9]=[CH:8][CH:7]=1. The yield is 0.870. (6) The reactants are [Br:1][C:2]1[C:3]([CH3:9])=[N:4][C:5](Cl)=[N:6][CH:7]=1.[H-].[Na+].[CH3:12][CH:13]([OH:15])[CH3:14]. The catalyst is C1COCC1. The product is [Br:1][C:2]1[C:3]([CH3:9])=[N:4][C:5]([O:15][CH:13]([CH3:14])[CH3:12])=[N:6][CH:7]=1. The yield is 0.830.